This data is from NCI-60 drug combinations with 297,098 pairs across 59 cell lines. The task is: Regression. Given two drug SMILES strings and cell line genomic features, predict the synergy score measuring deviation from expected non-interaction effect. (1) Drug 1: CS(=O)(=O)C1=CC(=C(C=C1)C(=O)NC2=CC(=C(C=C2)Cl)C3=CC=CC=N3)Cl. Drug 2: COC1=C2C(=CC3=C1OC=C3)C=CC(=O)O2. Cell line: TK-10. Synergy scores: CSS=8.53, Synergy_ZIP=-2.27, Synergy_Bliss=1.48, Synergy_Loewe=1.42, Synergy_HSA=1.48. (2) Drug 1: C1CCC(CC1)NC(=O)N(CCCl)N=O. Drug 2: CCCS(=O)(=O)NC1=C(C(=C(C=C1)F)C(=O)C2=CNC3=C2C=C(C=N3)C4=CC=C(C=C4)Cl)F. Cell line: A549. Synergy scores: CSS=18.5, Synergy_ZIP=-2.24, Synergy_Bliss=7.40, Synergy_Loewe=2.99, Synergy_HSA=5.02. (3) Drug 1: CS(=O)(=O)CCNCC1=CC=C(O1)C2=CC3=C(C=C2)N=CN=C3NC4=CC(=C(C=C4)OCC5=CC(=CC=C5)F)Cl. Drug 2: CCN(CC)CCCC(C)NC1=C2C=C(C=CC2=NC3=C1C=CC(=C3)Cl)OC. Cell line: ACHN. Synergy scores: CSS=30.0, Synergy_ZIP=-4.26, Synergy_Bliss=-0.402, Synergy_Loewe=-5.53, Synergy_HSA=-0.756. (4) Drug 1: CC1C(C(CC(O1)OC2CC(CC3=C2C(=C4C(=C3O)C(=O)C5=C(C4=O)C(=CC=C5)OC)O)(C(=O)CO)O)N)O.Cl. Drug 2: C1=C(C(=O)NC(=O)N1)N(CCCl)CCCl. Cell line: NCIH23. Synergy scores: CSS=46.7, Synergy_ZIP=-0.475, Synergy_Bliss=0.215, Synergy_Loewe=5.04, Synergy_HSA=3.61. (5) Synergy scores: CSS=16.5, Synergy_ZIP=-7.38, Synergy_Bliss=-4.39, Synergy_Loewe=-21.1, Synergy_HSA=-2.45. Cell line: M14. Drug 2: CN(CCCl)CCCl.Cl. Drug 1: CS(=O)(=O)CCNCC1=CC=C(O1)C2=CC3=C(C=C2)N=CN=C3NC4=CC(=C(C=C4)OCC5=CC(=CC=C5)F)Cl. (6) Cell line: NCI-H460. Drug 1: C1=CC=C(C=C1)NC(=O)CCCCCCC(=O)NO. Synergy scores: CSS=56.6, Synergy_ZIP=5.14, Synergy_Bliss=4.98, Synergy_Loewe=-10.6, Synergy_HSA=5.91. Drug 2: CN(CCCl)CCCl.Cl. (7) Drug 1: CC1=CC2C(CCC3(C2CCC3(C(=O)C)OC(=O)C)C)C4(C1=CC(=O)CC4)C. Drug 2: CC1C(C(CC(O1)OC2CC(CC3=C2C(=C4C(=C3O)C(=O)C5=CC=CC=C5C4=O)O)(C(=O)C)O)N)O. Cell line: NCI-H322M. Synergy scores: CSS=47.9, Synergy_ZIP=2.45, Synergy_Bliss=6.65, Synergy_Loewe=-48.0, Synergy_HSA=3.71. (8) Drug 2: C1=NC(=NC(=O)N1C2C(C(C(O2)CO)O)O)N. Cell line: SF-539. Drug 1: CC1=C(C=C(C=C1)NC2=NC=CC(=N2)N(C)C3=CC4=NN(C(=C4C=C3)C)C)S(=O)(=O)N.Cl. Synergy scores: CSS=6.05, Synergy_ZIP=-5.79, Synergy_Bliss=-4.91, Synergy_Loewe=-6.01, Synergy_HSA=-4.89.